From a dataset of Reaction yield outcomes from USPTO patents with 853,638 reactions. Predict the reaction yield, written as a fraction of the theoretical maximum amount of product (1.0 means a 100% yield; for example, 0.34 means a 34% yield). (1) The reactants are [OH:1][C:2]1[CH:11]=[C:10]2[C:5]([CH:6]=[C:7]([C:13](=[S:15])[NH2:14])[C:8](=[O:12])[O:9]2)=[CH:4][CH:3]=1.N12CCCN=C1CCCCC2.Br[CH:28]([C:37](=O)[CH3:38])[C:29]([N:31]1[CH2:36][CH2:35][O:34][CH2:33][CH2:32]1)=[O:30].C1(C)C=CC(S([O-])(=O)=O)=CC=1.[NH+]1C=CC=CC=1. The catalyst is CN(C)C=O.O. The product is [OH:1][C:2]1[CH:11]=[C:10]2[C:5]([CH:6]=[C:7]([C:13]3[S:15][C:28]([C:29]([N:31]4[CH2:36][CH2:35][O:34][CH2:33][CH2:32]4)=[O:30])=[C:37]([CH3:38])[N:14]=3)[C:8](=[O:12])[O:9]2)=[CH:4][CH:3]=1. The yield is 0.0580. (2) The reactants are [OH-].[Na+].C[O:4][C:5]([C@@H:7]1[CH2:11][CH2:10][CH2:9][C@@H:8]1[C:12](=[O:20])[C:13]1[CH:18]=[CH:17][C:16]([Br:19])=[CH:15][CH:14]=1)=[O:6]. The catalyst is O.CO. The product is [Br:19][C:16]1[CH:15]=[CH:14][C:13]([C:12]([C@@H:8]2[CH2:9][CH2:10][CH2:11][C@H:7]2[C:5]([OH:6])=[O:4])=[O:20])=[CH:18][CH:17]=1. The yield is 0.830. (3) The yield is 0.440. The catalyst is CN(C=O)C. The reactants are [F:1][C:2]1[CH:21]=[CH:20][C:5]([CH2:6][O:7][CH2:8][C:9]([NH:11][CH2:12][CH2:13][CH2:14][CH2:15][CH2:16][C:17]([OH:19])=O)=[O:10])=[CH:4][CH:3]=1.[C:22]1([C@@H:28]([CH2:30][OH:31])[NH2:29])[CH:27]=[CH:26][CH:25]=[CH:24][CH:23]=1.C1C=CC2N(O)N=NC=2C=1.C(Cl)CCl. The product is [F:1][C:2]1[CH:3]=[CH:4][C:5]([CH2:6][O:7][CH2:8][C:9]([NH:11][CH2:12][CH2:13][CH2:14][CH2:15][CH2:16][C:17]([NH:29][C@@H:28]([C:22]2[CH:27]=[CH:26][CH:25]=[CH:24][CH:23]=2)[CH2:30][OH:31])=[O:19])=[O:10])=[CH:20][CH:21]=1.